Dataset: NCI-60 drug combinations with 297,098 pairs across 59 cell lines. Task: Regression. Given two drug SMILES strings and cell line genomic features, predict the synergy score measuring deviation from expected non-interaction effect. Drug 1: CC1OCC2C(O1)C(C(C(O2)OC3C4COC(=O)C4C(C5=CC6=C(C=C35)OCO6)C7=CC(=C(C(=C7)OC)O)OC)O)O. Drug 2: CCN(CC)CCCC(C)NC1=C2C=C(C=CC2=NC3=C1C=CC(=C3)Cl)OC. Cell line: NCI-H322M. Synergy scores: CSS=26.6, Synergy_ZIP=-4.05, Synergy_Bliss=-4.84, Synergy_Loewe=-3.83, Synergy_HSA=-2.90.